The task is: Predict the product of the given reaction.. This data is from Forward reaction prediction with 1.9M reactions from USPTO patents (1976-2016). (1) Given the reactants C[O:2][C:3](=[O:34])[CH2:4][N:5]1[C:13]2[C:8](=[CH:9][CH:10]=[C:11]([S:14]([N:17]3[CH2:22][CH2:21][N:20]([C:23]4[CH:28]=[CH:27][C:26]([O:29][C:30]([F:33])([F:32])[F:31])=[CH:25][CH:24]=4)[CH2:19][CH2:18]3)(=[O:16])=[O:15])[CH:12]=2)[CH2:7][CH2:6]1, predict the reaction product. The product is: [F:33][C:30]([F:31])([F:32])[O:29][C:26]1[CH:27]=[CH:28][C:23]([N:20]2[CH2:19][CH2:18][N:17]([S:14]([C:11]3[CH:12]=[C:13]4[C:8]([CH2:7][CH2:6][N:5]4[CH2:4][C:3]([OH:34])=[O:2])=[CH:9][CH:10]=3)(=[O:15])=[O:16])[CH2:22][CH2:21]2)=[CH:24][CH:25]=1. (2) Given the reactants [CH:1]([C:3]1[CH:8]=[CH:7][C:6]([CH:9]([NH:11][C:12](=[O:14])[CH3:13])[CH3:10])=[CH:5][CH:4]=1)=[O:2].[BH4-].[Na+].Cl, predict the reaction product. The product is: [OH:2][CH2:1][C:3]1[CH:4]=[CH:5][C:6]([CH:9]([NH:11][C:12](=[O:14])[CH3:13])[CH3:10])=[CH:7][CH:8]=1. (3) The product is: [S:42](=[O:44])(=[O:43])([O:31][CH2:30][C@@H:22]1[C@@H:23]2[C@@H:24]([O:25][C:26]([CH3:28])([CH3:29])[O:27]2)[C@H:20]([C:17]2[C:13]3[N:14]=[CH:15][N:16]=[C:11]([NH:10][C@@H:1]4[C:9]5[C:4](=[CH:5][CH:6]=[CH:7][CH:8]=5)[CH2:3][CH2:2]4)[C:12]=3[S:19][CH:18]=2)[O:21]1)[NH2:41]. Given the reactants [C@@H:1]1([NH:10][C:11]2[C:12]3[S:19][CH:18]=[C:17]([C@H:20]4[C@@H:24]5[O:25][C:26]([CH3:29])([CH3:28])[O:27][C@@H:23]5[C@@H:22]([CH2:30][OH:31])[O:21]4)[C:13]=3[N:14]=[CH:15][N:16]=2)[C:9]2[C:4](=[CH:5][CH:6]=[CH:7][CH:8]=2)[CH2:3][CH2:2]1.C(N(CC)C(C)C)(C)C.[NH2:41][S:42](Cl)(=[O:44])=[O:43], predict the reaction product. (4) Given the reactants [Cl:1][C:2]1[N:3]=[N:4][C:5]([Cl:17])=[CH:6][C:7]=1[N:8]1[CH2:13][CH2:12][N:11]([CH2:14][CH2:15][OH:16])[CH2:10][CH2:9]1.[CH2:18]([O:20][C:21](=[O:29])[C:22]1[CH:27]=[CH:26][C:25](O)=NC=1)C.[C:30]1(P(C2C=CC=CC=2)C2C=CC=CC=2)[CH:35]=CC=C[CH:31]=1.N(C(OCC)=O)=NC(OCC)=O, predict the reaction product. The product is: [CH3:18][O:20][C:21](=[O:29])[CH2:22][C:27]1[CH:26]=[CH:25][C:35]([O:16][CH2:15][CH2:14][N:11]2[CH2:10][CH2:9][N:8]([C:7]3[CH:6]=[C:5]([Cl:17])[N:4]=[N:3][C:2]=3[Cl:1])[CH2:13][CH2:12]2)=[CH:30][CH:31]=1. (5) Given the reactants C([O:5][C:6](=[O:50])[C@:7]([NH:24][C:25]([NH:27][C@@H:28]1[CH2:43][C:42]2=[CH:44][CH:45]=[C:39]([CH:40]=[CH:41]2)[O:38][CH2:37][CH2:36][CH2:35][CH2:34][O:33][CH2:32][C@H:31]([CH:46]([CH3:48])[CH3:47])[NH:30][C:29]1=[O:49])=[O:26])([CH3:23])[CH2:8][C:9]1[CH:10]=[N:11][C:12]([NH:15]C(OC(C)(C)C)=O)=[CH:13][CH:14]=1)(C)(C)C.Cl.[OH-].[Na+].[Na], predict the reaction product. The product is: [NH2:15][C:12]1[N:11]=[CH:10][C:9]([CH2:8][C@@:7]([NH:24][C:25]([NH:27][C@@H:28]2[CH2:43][C:42]3=[CH:44][CH:45]=[C:39]([CH:40]=[CH:41]3)[O:38][CH2:37][CH2:36][CH2:35][CH2:34][O:33][CH2:32][C@H:31]([CH:46]([CH3:47])[CH3:48])[NH:30][C:29]2=[O:49])=[O:26])([CH3:23])[C:6]([OH:50])=[O:5])=[CH:14][CH:13]=1. (6) Given the reactants [NH:1]1[C:9]2[C:4](=[CH:5][C:6]([NH:10][CH:11]3[CH2:16][CH2:15][C:14](=O)[CH2:13][CH2:12]3)=[CH:7][CH:8]=2)[CH:3]=[N:2]1.[CH2:18]([NH2:25])[C:19]1[CH:24]=[CH:23][CH:22]=[CH:21][CH:20]=1.C(O[BH-](OC(=O)C)OC(=O)C)(=O)C.[Na+].Cl.CO, predict the reaction product. The product is: [CH2:18]([NH:25][CH:14]1[CH2:15][CH2:16][CH:11]([NH:10][C:6]2[CH:5]=[C:4]3[C:9](=[CH:8][CH:7]=2)[NH:1][N:2]=[CH:3]3)[CH2:12][CH2:13]1)[C:19]1[CH:24]=[CH:23][CH:22]=[CH:21][CH:20]=1.